Dataset: Forward reaction prediction with 1.9M reactions from USPTO patents (1976-2016). Task: Predict the product of the given reaction. Given the reactants [CH2:1]([O:8][C:9]1[CH:10]=[C:11]2[C:16](=[CH:17][C:18]=1[O:19][CH3:20])[CH:15](/[CH:21]=[CH:22]/[C:23]1[CH:28]=[C:27]([O:29][CH3:30])[C:26]([O:31][CH3:32])=[CH:25][C:24]=1[CH3:33])[NH:14][CH2:13][CH2:12]2)[C:2]1[CH:7]=[CH:6][CH:5]=[CH:4][CH:3]=1.CCN(C(C)C)C(C)C.Cl[C:44]([O:46][CH3:47])=[O:45], predict the reaction product. The product is: [CH2:1]([O:8][C:9]1[CH:10]=[C:11]2[C:16](=[CH:17][C:18]=1[O:19][CH3:20])[CH:15](/[CH:21]=[CH:22]/[C:23]1[CH:28]=[C:27]([O:29][CH3:30])[C:26]([O:31][CH3:32])=[CH:25][C:24]=1[CH3:33])[N:14]([C:44]([O:46][CH3:47])=[O:45])[CH2:13][CH2:12]2)[C:2]1[CH:7]=[CH:6][CH:5]=[CH:4][CH:3]=1.